Predict the product of the given reaction. From a dataset of Forward reaction prediction with 1.9M reactions from USPTO patents (1976-2016). (1) Given the reactants [CH:1]([O:4][C:5]1[N:10]=[CH:9][C:8]([O:11][C:12]2[CH:17]=[CH:16][C:15]([CH2:18][CH2:19][C@H:20]([NH2:24])[CH:21]([CH3:23])[CH3:22])=[CH:14][CH:13]=2)=[CH:7][CH:6]=1)([CH3:3])[CH3:2].[C:25](OC(=O)C)(=[O:27])[CH3:26], predict the reaction product. The product is: [CH:1]([O:4][C:5]1[N:10]=[CH:9][C:8]([O:11][C:12]2[CH:17]=[CH:16][C:15]([CH2:18][CH2:19][C@H:20]([NH:24][C:25](=[O:27])[CH3:26])[CH:21]([CH3:23])[CH3:22])=[CH:14][CH:13]=2)=[CH:7][CH:6]=1)([CH3:3])[CH3:2]. (2) Given the reactants [NH2:1][C:2]1[CH:7]=[CH:6][C:5]([Cl:8])=[CH:4][C:3]=1[OH:9].C(=O)(O)[O-].[Na+].[C:15](Cl)(=[O:22])[C:16]1[CH:21]=[CH:20][CH:19]=[CH:18][CH:17]=1, predict the reaction product. The product is: [Cl:8][C:5]1[CH:6]=[CH:7][C:2]([NH:1][C:15](=[O:22])[C:16]2[CH:21]=[CH:20][CH:19]=[CH:18][CH:17]=2)=[C:3]([OH:9])[CH:4]=1.